This data is from Full USPTO retrosynthesis dataset with 1.9M reactions from patents (1976-2016). The task is: Predict the reactants needed to synthesize the given product. (1) Given the product [N:1]1[CH:6]=[CH:5][CH:4]=[CH:3][C:2]=1[CH2:7][C:8]([OH:10])=[O:9], predict the reactants needed to synthesize it. The reactants are: [N:1]1[CH:6]=[CH:5][CH:4]=[CH:3][C:2]=1[CH2:7][C:8]([O:10]CC)=[O:9].[OH-].[K+]. (2) Given the product [Br:66][C:59]1[CH:60]=[CH:61][C:62]([O:64][CH3:65])=[CH:63][C:58]=1[C:57]([N:54]1[CH2:53][CH2:52][N:51]([C:49](=[O:50])[CH2:48][NH:47][C:31]([C:28]2[CH:27]=[C:26]([C:20]3[CH:21]=[CH:22][CH:23]=[CH:24][CH:25]=3)[O:30][N:29]=2)=[O:33])[CH2:56][CH2:55]1)=[O:67], predict the reactants needed to synthesize it. The reactants are: C1C=CC2N(O)N=NC=2C=1.CCN(C(C)C)C(C)C.[C:20]1([C:26]2[O:30][N:29]=[C:28]([C:31]([OH:33])=O)[CH:27]=2)[CH:25]=[CH:24][CH:23]=[CH:22][CH:21]=1.CCN=C=NCCCN(C)C.Cl.Cl.[NH2:47][CH2:48][C:49]([N:51]1[CH2:56][CH2:55][N:54]([C:57](=[O:67])[C:58]2[CH:63]=[C:62]([O:64][CH3:65])[CH:61]=[CH:60][C:59]=2[Br:66])[CH2:53][CH2:52]1)=[O:50]. (3) Given the product [Br:5][C:6]1[CH:7]=[C:8]([CH2:21][CH2:22][O:23][C:24](=[O:26])[CH3:25])[CH:9]=[C:10]([Br:20])[C:11]=1[O:12][C:13]1[CH:18]=[CH:17][C:16](=[O:19])[N:15]([CH:1]([CH3:3])[CH3:2])[N:14]=1, predict the reactants needed to synthesize it. The reactants are: [CH:1](I)([CH3:3])[CH3:2].[Br:5][C:6]1[CH:7]=[C:8]([CH2:21][CH2:22][O:23][C:24](=[O:26])[CH3:25])[CH:9]=[C:10]([Br:20])[C:11]=1[O:12][C:13]1[CH:18]=[CH:17][C:16](=[O:19])[NH:15][N:14]=1. (4) Given the product [CH2:33]([S:34]([NH:1][CH2:2][C:3]1[O:7][C:6]([C:8]2[CH:9]=[CH:10][C:11]([C:14]3[C:19]([CH3:20])=[CH:18][CH:17]=[C:16]([C:21]([NH:23][CH:24]4[CH2:26][CH2:25]4)=[O:22])[CH:15]=3)=[CH:12][CH:13]=2)=[N:5][N:4]=1)(=[O:36])=[O:35])[C:27]1[CH:32]=[CH:31][CH:30]=[CH:29][CH:28]=1, predict the reactants needed to synthesize it. The reactants are: [NH2:1][CH2:2][C:3]1[O:7][C:6]([C:8]2[CH:13]=[CH:12][C:11]([C:14]3[C:19]([CH3:20])=[CH:18][CH:17]=[C:16]([C:21]([NH:23][CH:24]4[CH2:26][CH2:25]4)=[O:22])[CH:15]=3)=[CH:10][CH:9]=2)=[N:5][N:4]=1.[C:27]1([CH2:33][S:34](Cl)(=[O:36])=[O:35])[CH:32]=[CH:31][CH:30]=[CH:29][CH:28]=1. (5) Given the product [C:23]([O-:29])(=[O:24])[CH3:27].[NH4+:6].[C:1]([C:5]1[N:6]([CH3:28])[N:7]([CH2:22][C@@H:23]2[CH2:27][CH2:26][CH2:25][O:24]2)[C:8](=[N:10][C:11](=[O:21])[C:12]2[CH:17]=[C:16]([Cl:18])[CH:15]=[CH:14][C:13]=2[O:19][CH3:20])[CH:9]=1)([CH3:4])([CH3:2])[CH3:3], predict the reactants needed to synthesize it. The reactants are: [C:1]([C:5]1[CH:9]=[C:8]([NH:10][C:11](=[O:21])[C:12]2[CH:17]=[C:16]([Cl:18])[CH:15]=[CH:14][C:13]=2[O:19][CH3:20])[N:7]([CH2:22][C@@H:23]2[CH2:27][CH2:26][CH2:25][O:24]2)[N:6]=1)([CH3:4])([CH3:3])[CH3:2].[CH3:28][O:29]S(OC)(=O)=O.